From a dataset of Forward reaction prediction with 1.9M reactions from USPTO patents (1976-2016). Predict the product of the given reaction. The product is: [NH2:1][C:2]1[N:7]=[C:6]([C:8]2[CH:13]=[CH:12][C:11]([CH2:14][C@H:15]([NH:19][C:20]([O:22][C:23]([CH3:26])([CH3:25])[CH3:24])=[O:21])[C:16]([OH:18])=[O:17])=[CH:10][CH:9]=2)[CH:5]=[C:4]([O:27][C@@H:28]([C:33]2[CH:38]=[CH:37][C:36]([C:45]3[CH:44]=[CH:43][N:42]=[C:41]([F:40])[CH:46]=3)=[CH:35][CH:34]=2)[C:29]([F:32])([F:31])[F:30])[N:3]=1. Given the reactants [NH2:1][C:2]1[N:7]=[C:6]([C:8]2[CH:13]=[CH:12][C:11]([CH2:14][C@H:15]([NH:19][C:20]([O:22][C:23]([CH3:26])([CH3:25])[CH3:24])=[O:21])[C:16]([OH:18])=[O:17])=[CH:10][CH:9]=2)[CH:5]=[C:4]([O:27][C@@H:28]([C:33]2[CH:38]=[CH:37][C:36](Br)=[CH:35][CH:34]=2)[C:29]([F:32])([F:31])[F:30])[N:3]=1.[F:40][C:41]1[CH:46]=[C:45](B(O)O)[CH:44]=[CH:43][N:42]=1.C(#N)C.C(=O)([O-])[O-].[Na+].[Na+], predict the reaction product.